Dataset: NCI-60 drug combinations with 297,098 pairs across 59 cell lines. Task: Regression. Given two drug SMILES strings and cell line genomic features, predict the synergy score measuring deviation from expected non-interaction effect. (1) Drug 1: C1=CC(=CC=C1C#N)C(C2=CC=C(C=C2)C#N)N3C=NC=N3. Drug 2: C1CNP(=O)(OC1)N(CCCl)CCCl. Cell line: SK-MEL-28. Synergy scores: CSS=-1.40, Synergy_ZIP=0.109, Synergy_Bliss=-2.60, Synergy_Loewe=-3.56, Synergy_HSA=-4.12. (2) Drug 1: C1C(C(OC1N2C=NC3=C2NC=NCC3O)CO)O. Drug 2: N.N.Cl[Pt+2]Cl. Cell line: ACHN. Synergy scores: CSS=61.9, Synergy_ZIP=-2.82, Synergy_Bliss=-0.830, Synergy_Loewe=-2.36, Synergy_HSA=-0.692.